From a dataset of Forward reaction prediction with 1.9M reactions from USPTO patents (1976-2016). Predict the product of the given reaction. (1) Given the reactants [F:1][C:2]1[CH:3]=[C:4]([CH:8]=[CH:9][C:10]=1[C:11]1[S:12][C:13]2[C:18]([N:19]=1)=[CH:17][CH:16]=[C:15]([C:20]1([C:23]3[CH:28]=[CH:27][CH:26]=[CH:25][CH:24]=3)[CH2:22][CH2:21]1)[N:14]=2)[C:5](O)=[O:6].Cl.[CH3:30][O:31][C:32](=[O:35])[CH2:33][NH2:34], predict the reaction product. The product is: [F:1][C:2]1[CH:3]=[C:4]([CH:8]=[CH:9][C:10]=1[C:11]1[S:12][C:13]2[C:18]([N:19]=1)=[CH:17][CH:16]=[C:15]([C:20]1([C:23]3[CH:24]=[CH:25][CH:26]=[CH:27][CH:28]=3)[CH2:21][CH2:22]1)[N:14]=2)[C:5]([NH:34][CH2:33][C:32]([O:31][CH3:30])=[O:35])=[O:6]. (2) Given the reactants O[C:2]1[CH:7]=[CH:6][N:5]=[CH:4][C:3]=1[NH:8][C:9]([C:11]1[CH:20]=[CH:19][C:14]([C:15]([O:17][CH3:18])=[O:16])=[CH:13][CH:12]=1)=[O:10].C[Si](OP(=O)=O)(C)C, predict the reaction product. The product is: [O:10]1[C:2]2[CH:7]=[CH:6][N:5]=[CH:4][C:3]=2[N:8]=[C:9]1[C:11]1[CH:20]=[CH:19][C:14]([C:15]([O:17][CH3:18])=[O:16])=[CH:13][CH:12]=1. (3) Given the reactants [CH3:1][CH2:2][CH2:3][CH2:4][NH:5][C:6]1[CH:7]=[C:8]([C:23]([OH:25])=[O:24])[CH:9]=[C:10]([S:19]([NH2:22])(=[O:21])=[O:20])[C:11]=1[O:12][C:13]1[CH:14]=[CH:15][CH:16]=[CH:17][CH:18]=1.[OH-].[CH2:27]([N+:43]([CH3:46])([CH3:45])[CH3:44])[CH2:28][CH2:29][CH2:30][CH2:31][CH2:32][CH2:33][CH2:34][CH2:35][CH2:36][CH2:37][CH2:38][CH2:39][CH2:40][CH2:41][CH3:42], predict the reaction product. The product is: [NH2:22][S:19]([C:10]1[CH:9]=[C:8]([CH:7]=[C:6]([NH:5][CH2:4][CH2:3][CH2:2][CH3:1])[C:11]=1[O:12][C:13]1[CH:14]=[CH:15][CH:16]=[CH:17][CH:18]=1)[C:23]([O-:25])=[O:24])(=[O:20])=[O:21].[CH2:27]([N+:43]([CH3:46])([CH3:44])[CH3:45])[CH2:28][CH2:29][CH2:30][CH2:31][CH2:32][CH2:33][CH2:34][CH2:35][CH2:36][CH2:37][CH2:38][CH2:39][CH2:40][CH2:41][CH3:42]. (4) Given the reactants [CH3:1][O:2][CH:3]([O:7][CH3:8])[C:4](=[O:6])[CH3:5].[CH3:9][N:10]([CH:12](OC)OC)[CH3:11], predict the reaction product. The product is: [CH3:9][N:10]([CH3:12])[CH:11]=[CH:5][C:4](=[O:6])[CH:3]([O:7][CH3:8])[O:2][CH3:1]. (5) The product is: [CH3:12][O:13][C:14](=[O:28])[CH:15]([NH:27][S:8]([C:5]1[CH:6]=[CH:7][C:2]([Cl:1])=[CH:3][CH:4]=1)(=[O:10])=[O:9])[CH:16]([CH2:17][C:18]([F:21])([F:20])[F:19])[CH2:22][C:23]([F:25])([F:26])[F:24]. Given the reactants [Cl:1][C:2]1[CH:7]=[CH:6][C:5]([S:8](Cl)(=[O:10])=[O:9])=[CH:4][CH:3]=1.[CH3:12][O:13][C:14](=[O:28])[CH:15]([NH2:27])[CH:16]([CH2:22][C:23]([F:26])([F:25])[F:24])[CH2:17][C:18]([F:21])([F:20])[F:19].N1C=CC=CC=1, predict the reaction product. (6) Given the reactants [CH2:1]([NH:8][C:9]1[C:14]([C:15](N2C3C(=CC(Cl)=CC=3)CC2)=[O:16])=[CH:13][CH:12]=[CH:11][N:10]=1)[C:2]1[CH:7]=[CH:6][CH:5]=[CH:4][CH:3]=1.ClC1C=C2C(=CC=1)NCC2.[F:37][C:38]1[CH:39]=[C:40]2[C:44](=[CH:45][CH:46]=1)[NH:43][CH2:42][CH2:41]2.C(N)C1C=CC=CC=1.[F:55]C1C=CC(CN)=CC=1, predict the reaction product. The product is: [F:37][C:38]1[CH:39]=[C:40]2[C:44](=[CH:45][CH:46]=1)[N:43]([C:15]([C:14]1[C:9]([NH:8][CH2:1][C:2]3[CH:7]=[CH:6][C:5]([F:55])=[CH:4][CH:3]=3)=[N:10][CH:11]=[CH:12][CH:13]=1)=[O:16])[CH2:42][CH2:41]2. (7) The product is: [NH2:1][C:2]1[C:10]([F:11])=[CH:9][C:5]([C:6]([N:31]2[CH2:32][CH2:33][N:28]([CH2:27][C:24]3[CH:25]=[CH:26][C:21]([C:15]([OH:20])([C:16]([F:17])([F:18])[F:19])[C:14]([F:35])([F:13])[F:34])=[CH:22][CH:23]=3)[CH2:29][CH2:30]2)=[O:8])=[C:4]([Br:12])[CH:3]=1. Given the reactants [NH2:1][C:2]1[C:10]([F:11])=[CH:9][C:5]([C:6]([OH:8])=O)=[C:4]([Br:12])[CH:3]=1.[F:13][C:14]([F:35])([F:34])[C:15]([C:21]1[CH:26]=[CH:25][C:24]([CH2:27][N:28]2[CH2:33][CH2:32][NH:31][CH2:30][CH2:29]2)=[CH:23][CH:22]=1)([OH:20])[C:16]([F:19])([F:18])[F:17].C(N(CC)CC)C.CCCP1(OP(CCC)(=O)OP(CCC)(=O)O1)=O, predict the reaction product.